Dataset: NCI-60 drug combinations with 297,098 pairs across 59 cell lines. Task: Regression. Given two drug SMILES strings and cell line genomic features, predict the synergy score measuring deviation from expected non-interaction effect. Drug 1: CCC1(CC2CC(C3=C(CCN(C2)C1)C4=CC=CC=C4N3)(C5=C(C=C6C(=C5)C78CCN9C7C(C=CC9)(C(C(C8N6C=O)(C(=O)OC)O)OC(=O)C)CC)OC)C(=O)OC)O.OS(=O)(=O)O. Drug 2: CC1=C(C(=O)C2=C(C1=O)N3CC4C(C3(C2COC(=O)N)OC)N4)N. Cell line: HS 578T. Synergy scores: CSS=17.0, Synergy_ZIP=-1.91, Synergy_Bliss=4.89, Synergy_Loewe=2.14, Synergy_HSA=5.14.